Dataset: Forward reaction prediction with 1.9M reactions from USPTO patents (1976-2016). Task: Predict the product of the given reaction. (1) Given the reactants [C:1]([C:5]1[CH:10]=[CH:9][C:8]([NH:11][C:12]([NH:14][C@@H:15]([CH2:19][CH3:20])[CH2:16][CH2:17][OH:18])=[O:13])=[CH:7][CH:6]=1)([CH3:4])([CH3:3])[CH3:2], predict the reaction product. The product is: [C:1]([C:5]1[CH:10]=[CH:9][C:8]([NH:11][C:12]([NH:14][C@@H:15]([CH2:19][CH3:20])[CH2:16][CH:17]=[O:18])=[O:13])=[CH:7][CH:6]=1)([CH3:4])([CH3:3])[CH3:2]. (2) Given the reactants [F:1][C:2]1[CH:7]=[CH:6][C:5]([CH2:8][C@H:9]([NH:25][CH2:26][C:27](O)=[O:28])[C:10]([NH:12][C:13]2[N:17]([CH3:18])[N:16]=[C:15]([C:19]3[CH:24]=[CH:23][N:22]=[CH:21][CH:20]=3)[CH:14]=2)=[O:11])=[CH:4][CH:3]=1.C(OCC)(=O)C.Cl.[CH2:37]([NH2:39])[CH3:38].[Cl-].[NH4+], predict the reaction product. The product is: [CH2:37]([NH:39][C:27]([CH2:26][NH:25][C@@H:9]([CH2:8][C:5]1[CH:6]=[CH:7][C:2]([F:1])=[CH:3][CH:4]=1)[C:10]([NH:12][C:13]1[N:17]([CH3:18])[N:16]=[C:15]([C:19]2[CH:24]=[CH:23][N:22]=[CH:21][CH:20]=2)[CH:14]=1)=[O:11])=[O:28])[CH3:38].